From a dataset of Reaction yield outcomes from USPTO patents with 853,638 reactions. Predict the reaction yield, written as a fraction of the theoretical maximum amount of product (1.0 means a 100% yield; for example, 0.34 means a 34% yield). The reactants are [NH2:1][C:2]1[CH:7]=[CH:6][CH:5]=[CH:4][C:3]=1[C:8]#[C:9][C:10]1[C:11]([O:20][CH3:21])=[CH:12][C:13]([O:18][CH3:19])=[C:14]([CH:17]=1)[CH:15]=[O:16]. The catalyst is C(#N)C.Cl[Pd]Cl. The product is [NH:1]1[C:2]2[C:3](=[CH:4][CH:5]=[CH:6][CH:7]=2)[CH:8]=[C:9]1[C:10]1[C:11]([O:20][CH3:21])=[CH:12][C:13]([O:18][CH3:19])=[C:14]([CH:17]=1)[CH:15]=[O:16]. The yield is 0.600.